From a dataset of Full USPTO retrosynthesis dataset with 1.9M reactions from patents (1976-2016). Predict the reactants needed to synthesize the given product. (1) Given the product [CH2:1]([O:8][C:9]1[CH:14]=[CH:13][N:12]([C:15]2[CH:16]=[C:17]3[C:21](=[CH:22][CH:23]=2)[N:20]([CH2:32][CH2:33][CH2:34][O:35][Si:36]([C:39]([CH3:40])([CH3:42])[CH3:41])([CH3:37])[CH3:38])[N:19]=[CH:18]3)[C:11](=[O:24])[CH:10]=1)[C:2]1[CH:7]=[CH:6][CH:5]=[CH:4][CH:3]=1, predict the reactants needed to synthesize it. The reactants are: [CH2:1]([O:8][C:9]1[CH:14]=[CH:13][N:12]([C:15]2[CH:16]=[C:17]3[C:21](=[CH:22][CH:23]=2)[NH:20][N:19]=[CH:18]3)[C:11](=[O:24])[CH:10]=1)[C:2]1[CH:7]=[CH:6][CH:5]=[CH:4][CH:3]=1.C([O-])([O-])=O.[Cs+].[Cs+].Br[CH2:32][CH2:33][CH2:34][O:35][Si:36]([C:39]([CH3:42])([CH3:41])[CH3:40])([CH3:38])[CH3:37]. (2) Given the product [CH3:23][C:24]1[CH:4]=[C:10]([CH2:11][N:6]2[C:5]3[CH:7]=[C:8]([N:14]4[CH2:15][CH2:16][O:17][CH2:18][CH2:19]4)[CH:9]=[C:10]([C:11]([OH:13])=[O:12])[C:4]=3[N:3]=[C:2]2[CH3:1])[CH:9]=[CH:8][C:25]=1[CH3:26], predict the reactants needed to synthesize it. The reactants are: [CH3:1][C:2]1[NH:6][C:5]2[CH:7]=[C:8]([N:14]3[CH2:19][CH2:18][O:17][CH2:16][CH2:15]3)[CH:9]=[C:10]([C:11]([O-:13])=[O:12])[C:4]=2[N:3]=1.[OH-].[Li+].O1[CH2:26][CH2:25][CH2:24][CH2:23]1.